From a dataset of Forward reaction prediction with 1.9M reactions from USPTO patents (1976-2016). Predict the product of the given reaction. (1) Given the reactants [CH:1]1([CH2:7][C@H:8]([NH:12][C:13](=[O:19])[O:14][C:15]([CH3:18])([CH3:17])[CH3:16])[C@H:9]2[CH2:11][O:10]2)[CH2:6][CH2:5][CH2:4][CH2:3][CH2:2]1.[C:20]([C:22]1[CH:29]=[CH:28][C:25]([CH2:26][NH2:27])=[CH:24][CH:23]=1)#[N:21], predict the reaction product. The product is: [C:20]([C:22]1[CH:29]=[CH:28][C:25]([CH2:26][NH:27][CH2:11][C@@H:9]([OH:10])[C@@H:8]([NH:12][C:13](=[O:19])[O:14][C:15]([CH3:18])([CH3:17])[CH3:16])[CH2:7][CH:1]2[CH2:6][CH2:5][CH2:4][CH2:3][CH2:2]2)=[CH:24][CH:23]=1)#[N:21]. (2) Given the reactants Br[C:2]1[C:11]2[C:6](=[CH:7][CH:8]=[C:9]([CH3:12])[CH:10]=2)[C:5](=[O:13])[N:4]([CH3:14])[CH:3]=1.[CH2:15]([S:17]([NH:20][C:21]1[CH:22]=[C:23](B(O)O)[CH:24]=[CH:25][CH:26]=1)(=[O:19])=[O:18])[CH3:16].[O-]P([O-])([O-])=O.[K+].[K+].[K+], predict the reaction product. The product is: [CH3:14][N:4]1[CH:3]=[C:2]([C:25]2[CH:26]=[C:21]([NH:20][S:17]([CH2:15][CH3:16])(=[O:18])=[O:19])[CH:22]=[CH:23][CH:24]=2)[C:11]2[C:6](=[CH:7][CH:8]=[C:9]([CH3:12])[CH:10]=2)[C:5]1=[O:13]. (3) Given the reactants C([N:4]1[CH2:12][CH:11]2[C:6]([C:22]3[S:23][C:24]([F:27])=[CH:25][CH:26]=3)([N:7]=[C:8]([NH:13][C:14](=[O:21])[C:15]3[CH:20]=[CH:19][CH:18]=[CH:17][CH:16]=3)[S:9][CH2:10]2)[CH2:5]1)C=C, predict the reaction product. The product is: [F:27][C:24]1[S:23][C:22]([C:6]23[CH2:5][NH:4][CH2:12][CH:11]2[CH2:10][S:9][C:8]([NH:13][C:14](=[O:21])[C:15]2[CH:20]=[CH:19][CH:18]=[CH:17][CH:16]=2)=[N:7]3)=[CH:26][CH:25]=1. (4) Given the reactants [OH-].[K+].CO[C:5]([C:12]([F:15])([F:14])[F:13])=[CH:6][C:7]([O:9]CC)=O.[C:16]([O:20][CH3:21])(=[O:19])[CH2:17][SH:18].S(=O)(=O)(O)O, predict the reaction product. The product is: [OH:9][C:7]1[CH:6]=[C:5]([C:12]([F:13])([F:14])[F:15])[S:18][C:17]=1[C:16]([O:20][CH3:21])=[O:19]. (5) Given the reactants [Cl:1][C:2]1[CH:7]=[CH:6][C:5]([N:8]2[C:12]([CH:13]([CH3:15])[CH3:14])=[C:11]([C:16]([OH:18])=O)[N:10]=[N:9]2)=[CH:4][CH:3]=1.CN(C=O)C.C(Cl)(=O)C([Cl:27])=O, predict the reaction product. The product is: [Cl:1][C:2]1[CH:7]=[CH:6][C:5]([N:8]2[C:12]([CH:13]([CH3:15])[CH3:14])=[C:11]([C:16]([Cl:27])=[O:18])[N:10]=[N:9]2)=[CH:4][CH:3]=1. (6) Given the reactants [I:1][CH3:2].[NH2:3][C:4]1[CH:9]=[CH:8][C:7]([N:10]2[CH2:15][CH2:14][CH2:13][CH2:12][C:11]2=[S:16])=[CH:6][CH:5]=1, predict the reaction product. The product is: [I-:1].[NH2:3][C:4]1[CH:5]=[CH:6][C:7]([N+:10]2[CH2:15][CH2:14][CH2:13][CH2:12][C:11]=2[S:16][CH3:2])=[CH:8][CH:9]=1.